Dataset: Peptide-MHC class II binding affinity with 134,281 pairs from IEDB. Task: Regression. Given a peptide amino acid sequence and an MHC pseudo amino acid sequence, predict their binding affinity value. This is MHC class II binding data. The peptide sequence is AVSMTGVMRGNHYAF. The MHC is HLA-DQA10501-DQB10303 with pseudo-sequence HLA-DQA10501-DQB10303. The binding affinity (normalized) is 0.542.